This data is from hERG potassium channel inhibition data for cardiac toxicity prediction from Karim et al.. The task is: Regression/Classification. Given a drug SMILES string, predict its toxicity properties. Task type varies by dataset: regression for continuous values (e.g., LD50, hERG inhibition percentage) or binary classification for toxic/non-toxic outcomes (e.g., AMES mutagenicity, cardiotoxicity, hepatotoxicity). Dataset: herg_karim. (1) The compound is N#Cc1cnc(C(=O)Nc2ccc3c(c2)C2(COC(N)=N2)C2(CC2)CO3)c(Cl)c1. The result is 0 (non-blocker). (2) The drug is c1ccc(CN2CCN(CCC3CCCc4c3cnn4-c3ccccc3)CC2)cc1. The result is 1 (blocker). (3) The compound is COc1ccc2ncc(F)c(C[C@H](N)[C@@H]3CC[C@@H](NCc4ccc5c(n4)NC(=O)CO5)CO3)c2n1. The result is 1 (blocker). (4) The molecule is Cn1cnc(C(=O)N(Cc2ccc(F)c(Cl)c2)CC2C3CNCC32)c1. The result is 0 (non-blocker).